From a dataset of Forward reaction prediction with 1.9M reactions from USPTO patents (1976-2016). Predict the product of the given reaction. (1) Given the reactants [CH2:1]([N:3]1[C:7](=[O:8])[CH:6]([C:9]([C:11]2[C:12]([C:24]([F:27])([F:26])[F:25])=[N:13][C:14]3[C:19]([CH:20]=2)=[CH:18][CH:17]=[C:16]([O:21]CC)[N:15]=3)=[O:10])[CH:5]=[N:4]1)[CH3:2].Cl, predict the reaction product. The product is: [CH2:1]([N:3]1[C:7](=[O:8])[CH:6]([C:9]([C:11]2[C:12]([C:24]([F:26])([F:27])[F:25])=[N:13][C:14]3[C:19]([CH:20]=2)=[CH:18][CH:17]=[C:16]([OH:21])[N:15]=3)=[O:10])[CH:5]=[N:4]1)[CH3:2]. (2) Given the reactants Br[C:2]1[C:11]2[C:6](=[CH:7][CH:8]=[C:9]([C:12]([NH2:14])=[O:13])[CH:10]=2)[CH:5]=[N:4][CH:3]=1.[Cl:15][C:16]1[N:21]=[CH:20][C:19](B(O)O)=[CH:18][CH:17]=1.C(=O)([O-])[O-].[Cs+].[Cs+], predict the reaction product. The product is: [Cl:15][C:16]1[N:21]=[CH:20][C:19]([C:2]2[C:11]3[C:6](=[CH:7][CH:8]=[C:9]([C:12]([NH2:14])=[O:13])[CH:10]=3)[CH:5]=[N:4][CH:3]=2)=[CH:18][CH:17]=1.